Dataset: CYP2C19 inhibition data for predicting drug metabolism from PubChem BioAssay. Task: Regression/Classification. Given a drug SMILES string, predict its absorption, distribution, metabolism, or excretion properties. Task type varies by dataset: regression for continuous measurements (e.g., permeability, clearance, half-life) or binary classification for categorical outcomes (e.g., BBB penetration, CYP inhibition). Dataset: cyp2c19_veith. (1) The compound is Cc1nc2ccccn2c1/C(O)=C1\C(=O)C(=O)N(CCN2CCOCC2)C1c1cccnc1. The result is 0 (non-inhibitor). (2) The compound is CN(C)Cc1cc(C(=O)O)cc(CN(C)C)c1O. The result is 0 (non-inhibitor). (3) The compound is COC(=O)c1ccc(Sc2ccccc2NS(=O)(=O)c2ccc(C)cc2)nc1. The result is 1 (inhibitor). (4) The compound is CN1CCc2c(c3ccccc3n2Cc2ccccc2)C1.CN1CCc2c(c3ccccc3n2Cc2ccccc2)C1.O=S(=O)(O)c1cccc2c(S(=O)(=O)O)cccc12. The result is 0 (non-inhibitor). (5) The molecule is CN[C@@H](CC(C)C)C(=O)N[C@@H]1C(=O)N[C@H](CC(N)=O)C(=O)N[C@H]2C(=O)N[C@H]3C(=O)N[C@H](C(=O)N[C@H](C(=O)O)c4cc(O)cc(O)c4-c4cc3ccc4O)[C@H](O)c3ccc(c(Cl)c3)Oc3cc2cc(c3O[C@@H]2O[C@@H](CO)[C@@H](O)[C@@H](O)[C@H]2O[C@H]2C[C@](C)(N)[C@H](O)[C@H](C)O2)Oc2ccc(cc2Cl)[C@@H]1O. The result is 0 (non-inhibitor). (6) The compound is O[C@]1(c2ccccc2)c2ccccc2NC2=NCCN21. The result is 0 (non-inhibitor). (7) The drug is COc1ccc(CCNC(=O)c2ccc(CS(=O)(=O)c3ccc(Cl)cc3)o2)cc1OC. The result is 1 (inhibitor).